This data is from Full USPTO retrosynthesis dataset with 1.9M reactions from patents (1976-2016). The task is: Predict the reactants needed to synthesize the given product. (1) Given the product [F:3][C:4]1[CH:9]=[CH:8][C:7]([C:10](=[O:12])[CH2:11][C:16](=[O:15])[CH:17]([CH3:20])[CH2:18][CH3:19])=[CH:6][CH:5]=1, predict the reactants needed to synthesize it. The reactants are: [H-].[Na+].[F:3][C:4]1[CH:9]=[CH:8][C:7]([C:10](=[O:12])[CH3:11])=[CH:6][CH:5]=1.C([O:15][C:16](=O)[CH:17]([CH3:20])[CH2:18][CH3:19])C. (2) Given the product [N+:32]([C:29]1[CH:28]=[CH:27][C:26]([O:25][C:24]([N:21]2[CH2:22][CH2:23][CH:18]([NH:17][C:4]3[S:5][C:6]([C:7](=[O:8])[C:9]4[C:14]([F:15])=[CH:13][CH:12]=[CH:11][C:10]=4[F:16])=[C:2]([NH2:1])[N:3]=3)[CH2:19][CH2:20]2)=[O:35])=[CH:31][CH:30]=1)([O-:34])=[O:33], predict the reactants needed to synthesize it. The reactants are: [NH2:1][C:2]1[N:3]=[C:4]([NH:17][CH:18]2[CH2:23][CH2:22][NH:21][CH2:20][CH2:19]2)[S:5][C:6]=1[C:7]([C:9]1[C:14]([F:15])=[CH:13][CH:12]=[CH:11][C:10]=1[F:16])=[O:8].[C:24](=O)([O:35]C1C=CC([N+]([O-])=O)=CC=1)[O:25][C:26]1[CH:31]=[CH:30][C:29]([N+:32]([O-:34])=[O:33])=[CH:28][CH:27]=1. (3) Given the product [O:2]1[CH2:6][CH2:5][CH:4]([CH2:7][NH:8][C:35]([C:32]2[CH:31]=[C:30]([CH2:29][O:28][CH2:27][C:26]3[CH:38]=[CH:39][C:23]([O:16][C:17]4[CH:22]=[CH:21][CH:20]=[CH:19][CH:18]=4)=[CH:24][CH:25]=3)[O:34][N:33]=2)=[O:36])[CH2:3]1, predict the reactants needed to synthesize it. The reactants are: Cl.[O:2]1[CH2:6][CH2:5][CH:4]([CH2:7][NH2:8])[CH2:3]1.C(N(CC)CC)C.[O:16]([C:23]1[CH:39]=[CH:38][C:26]([CH2:27][O:28][CH2:29][C:30]2[O:34][N:33]=[C:32]([C:35](O)=[O:36])[CH:31]=2)=[CH:25][CH:24]=1)[C:17]1[CH:22]=[CH:21][CH:20]=[CH:19][CH:18]=1.ON1C2C=CC=CC=2N=N1.Cl.C(N=C=NCCCN(C)C)C.Cl. (4) The reactants are: [F:1][C:2]1[CH:11]=[C:10]2[C:5]([C:6](=O)[CH:7]=[CH:8][NH:9]2)=[N:4][CH:3]=1.O=P(Cl)(Cl)[Cl:15].[OH-].[Na+].C(Cl)Cl.CO.[NH4+].[OH-]. Given the product [Cl:15][C:6]1[CH:7]=[CH:8][N:9]=[C:10]2[C:5]=1[N:4]=[CH:3][C:2]([F:1])=[CH:11]2, predict the reactants needed to synthesize it. (5) Given the product [CH3:17][C@:13]12[C:14]([CH3:15])([CH3:16])[C@H:9]([N:10]([C:18]([N:20]3[CH2:25][CH2:24][CH2:23][CH2:22][CH2:21]3)=[O:19])[CH2:11][CH2:12]1)[CH2:8][C:7]1[CH:26]=[C:3]([C:1]#[N:2])[CH:4]=[CH:5][C:6]2=1, predict the reactants needed to synthesize it. The reactants are: [C:1]([C:3]1[CH:4]=[CH:5][C:6]2[C@@:13]3([CH3:17])[C:14]([CH3:16])([CH3:15])[C@H:9]([N:10]([C:18]([N:20]4[CH2:25][CH2:24][CH2:23][CH2:22][CH2:21]4)=[O:19])[CH2:11][CH2:12]3)[CH2:8][C:7]=2[C:26]=1OS(C(F)(F)F)(=O)=O)#[N:2].[F-].[K+].[OH-].[Na+]. (6) Given the product [CH3:20][O:21][C:22](=[O:31])[C:23]1[CH:28]=[CH:27][CH:26]=[C:25]([CH2:29][N:8]([C:3]2[CH:4]=[CH:5][CH:6]=[CH:7][C:2]=2[I:1])[C:9](=[O:13])[C:10]#[C:11][CH3:12])[CH:24]=1, predict the reactants needed to synthesize it. The reactants are: [I:1][C:2]1[CH:7]=[CH:6][CH:5]=[CH:4][C:3]=1[NH:8][C:9](=[O:13])[C:10]#[C:11][CH3:12].C(=O)([O-])[O-].[Cs+].[Cs+].[CH3:20][O:21][C:22](=[O:31])[C:23]1[CH:28]=[CH:27][CH:26]=[C:25]([CH2:29]Br)[CH:24]=1. (7) Given the product [CH:1]([NH:11][C:12]1[CH:17]=[CH:16][N:15]=[C:14]([C:18]([NH:20][C:21]2[CH:22]=[CH:23][C:24]([O:27][C:28]3[CH:33]=[CH:32][CH:31]=[CH:30][CH:29]=3)=[CH:25][CH:26]=2)=[O:19])[C:13]=1[OH:34])=[O:3], predict the reactants needed to synthesize it. The reactants are: [C:1](OC(=O)C)(=[O:3])C.C(O)=O.[NH2:11][C:12]1[CH:17]=[CH:16][N:15]=[C:14]([C:18]([NH:20][C:21]2[CH:26]=[CH:25][C:24]([O:27][C:28]3[CH:33]=[CH:32][CH:31]=[CH:30][CH:29]=3)=[CH:23][CH:22]=2)=[O:19])[C:13]=1[OH:34]. (8) Given the product [CH2:22]([O:24][C:25](=[O:28])[CH:26]([OH:27])[CH:15]([C:12]1[CH:11]=[CH:10][C:9]([O:8][CH2:1][C:2]2[CH:3]=[CH:4][CH:5]=[CH:6][CH:7]=2)=[CH:14][CH:13]=1)[C:16](=[O:21])[CH2:17][CH2:18][CH2:19][CH3:20])[CH3:23], predict the reactants needed to synthesize it. The reactants are: [CH2:1]([O:8][C:9]1[CH:14]=[CH:13][C:12]([CH2:15][C:16](=[O:21])[CH2:17][CH2:18][CH2:19][CH3:20])=[CH:11][CH:10]=1)[C:2]1[CH:7]=[CH:6][CH:5]=[CH:4][CH:3]=1.[CH2:22]([O:24][C:25](=[O:28])[CH:26]=[O:27])[CH3:23].